Dataset: Reaction yield outcomes from USPTO patents with 853,638 reactions. Task: Predict the reaction yield, written as a fraction of the theoretical maximum amount of product (1.0 means a 100% yield; for example, 0.34 means a 34% yield). (1) The reactants are [F:1][C:2]1[CH:3]=[C:4]([N+:14]([O-])=O)[CH:5]=[C:6]2[C:11]=1[N:10]([CH3:12])[C:9](=[O:13])[CH2:8][CH2:7]2.O.[Cl-].[NH4+].ClCCl. The catalyst is C(O)C.[Fe]. The product is [NH2:14][C:4]1[CH:5]=[C:6]2[C:11](=[C:2]([F:1])[CH:3]=1)[N:10]([CH3:12])[C:9](=[O:13])[CH2:8][CH2:7]2. The yield is 0.990. (2) The reactants are C(O[C:6](=[O:28])[NH:7][C@H:8]1[CH2:16][O:15]C(=O)[C@H](CC2C=CC=CC=2)[C@@H:12]([OH:25])[C@H:11]([CH3:26])[O:10][C:9]1=[O:27])(C)(C)C.[OH:29][C:30]1[C:31](C(O)=O)=[N:32][CH:33]=[CH:34][C:35]=1[O:36][CH3:37].N1C=CC=CC=1C(N)=[O:48].O.[OH-].[Li+]. The catalyst is CO. The product is [OH:29][C:30]1[C:31]([C:6]([NH:7][C@@H:8]2[C@@H:16]([OH:15])[C@H:26]([OH:48])[C@@H:11]([CH2:12][OH:25])[O:10][C@@H:9]2[OH:27])=[O:28])=[N:32][CH:33]=[CH:34][C:35]=1[O:36][CH3:37]. The yield is 0.880. (3) The reactants are [C:1]([CH2:3][N:4]1[CH2:9][C@@H:8]([CH3:10])[N:7]([C:11]([O:13][C:14]([CH3:17])([CH3:16])[CH3:15])=[O:12])[C@@H:6]([CH3:18])[CH2:5]1)#[N:2]. The catalyst is CO. The product is [NH2:2][CH2:1][CH2:3][N:4]1[CH2:9][C@@H:8]([CH3:10])[N:7]([C:11]([O:13][C:14]([CH3:15])([CH3:17])[CH3:16])=[O:12])[C@@H:6]([CH3:18])[CH2:5]1. The yield is 0.530. (4) The reactants are C(=O)([O-])[O-].[K+].[K+].Cl.[NH2:8][OH:9].Cl[S:11]([C:14]1[CH:15]=[C:16]([CH:20]=[CH:21][CH:22]=1)[C:17]([OH:19])=[O:18])(=[O:13])=[O:12].S(Cl)(Cl)(=O)=O. The catalyst is O.CO.C1COCC1. The product is [OH:9][NH:8][S:11]([C:14]1[CH:15]=[C:16]([CH:20]=[CH:21][CH:22]=1)[C:17]([OH:19])=[O:18])(=[O:13])=[O:12]. The yield is 0.270. (5) The reactants are [F:1][C:2]1[CH:3]=[C:4]([C:10]2[C:15]([C:16]3[CH:21]=[CH:20][C:19]([O:22][CH3:23])=[C:18]([F:24])[CH:17]=3)=[N:14][NH:13][C:12](=[O:25])[CH:11]=2)[CH:5]=[CH:6][C:7]=1[O:8][CH3:9].[Cl:26][C:27]1[CH:36]=[CH:35][C:30]([CH:31]=[CH:32][CH2:33]Cl)=[CH:29][CH:28]=1. No catalyst specified. The product is [F:1][C:2]1[CH:3]=[C:4]([C:10]2[C:15]([C:16]3[CH:21]=[CH:20][C:19]([O:22][CH3:23])=[C:18]([F:24])[CH:17]=3)=[N:14][N:13]([CH2:33][CH:32]=[CH:31][C:30]3[CH:35]=[CH:36][C:27]([Cl:26])=[CH:28][CH:29]=3)[C:12](=[O:25])[CH:11]=2)[CH:5]=[CH:6][C:7]=1[O:8][CH3:9]. The yield is 0.429. (6) The reactants are [CH:1]1([CH2:4][OH:5])[CH2:3][CH2:2]1.[H-].[Na+].I[CH2:9][Sn:10]([CH2:19][CH2:20][CH2:21][CH3:22])([CH2:15][CH2:16][CH2:17][CH3:18])[CH2:11][CH2:12][CH2:13][CH3:14]. The catalyst is C1COCC1. The product is [CH2:19]([Sn:10]([CH2:11][CH2:12][CH2:13][CH3:14])([CH2:15][CH2:16][CH2:17][CH3:18])[CH2:9][O:5][CH2:4][CH:1]1[CH2:3][CH2:2]1)[CH2:20][CH2:21][CH3:22]. The yield is 0.300. (7) The reactants are [C:1]([C:5]1[CH:10]=[CH:9][C:8]([N+:11]([O-])=O)=[CH:7][C:6]=1[S:14]([NH2:17])(=[O:16])=[O:15])([CH3:4])([CH3:3])[CH3:2].Cl[Sn]Cl.C([O-])(O)=O.[Na+]. The catalyst is CCO.CCOC(C)=O.O. The product is [C:1]([C:5]1[CH:10]=[CH:9][C:8]([NH2:11])=[CH:7][C:6]=1[S:14]([NH2:17])(=[O:15])=[O:16])([CH3:4])([CH3:2])[CH3:3]. The yield is 1.00.